Task: Predict the reaction yield, written as a fraction of the theoretical maximum amount of product (1.0 means a 100% yield; for example, 0.34 means a 34% yield).. Dataset: Reaction yield outcomes from USPTO patents with 853,638 reactions (1) The reactants are CC(O)=O.C([N:12]1[CH2:16][C@@H:15]([C:17]2[CH:22]=[CH:21][CH:20]=[C:19]([O:23][C:24]([F:27])([F:26])[F:25])[CH:18]=2)[C@H:14]([NH:28][C:29](=[O:37])[O:30][CH2:31][CH2:32][Si:33]([CH3:36])([CH3:35])[CH3:34])[CH2:13]1)C1C=CC=CC=1.OCC1(OC[C@@H](O)[C@@H](O)[C@H]1O)O. The catalyst is CCO.[Pd]. The product is [F:27][C:24]([F:25])([F:26])[O:23][C:19]1[CH:18]=[C:17]([C@@H:15]2[CH2:16][NH:12][CH2:13][C@H:14]2[NH:28][C:29](=[O:37])[O:30][CH2:31][CH2:32][Si:33]([CH3:34])([CH3:36])[CH3:35])[CH:22]=[CH:21][CH:20]=1. The yield is 1.00. (2) The product is [N:39]1([C:36]2[CH:35]=[CH:34][C:33]([NH:32][CH:2]=[C:3]3[C:11]4[C:6](=[CH:7][C:8]([C:12]([C:14]5[CH:15]=[C:16]([NH:20][C:21]([C:23]6[S:24][C:25]([C:28](=[O:30])[CH3:29])=[CH:26][CH:27]=6)=[O:22])[CH:17]=[CH:18][CH:19]=5)=[O:13])=[CH:9][CH:10]=4)[NH:5][C:4]3=[O:31])=[CH:38][CH:37]=2)[CH2:40][CH2:41][O:42][CH2:43][CH2:44]1. The reactants are O[CH:2]=[C:3]1[C:11]2[C:6](=[CH:7][C:8]([C:12]([C:14]3[CH:15]=[C:16]([NH:20][C:21]([C:23]4[S:24][C:25]([C:28](=[O:30])[CH3:29])=[CH:26][CH:27]=4)=[O:22])[CH:17]=[CH:18][CH:19]=3)=[O:13])=[CH:9][CH:10]=2)[NH:5][C:4]1=[O:31].[NH2:32][C:33]1[CH:38]=[CH:37][C:36]([N:39]2[CH2:44][CH2:43][O:42][CH2:41][CH2:40]2)=[CH:35][CH:34]=1. The catalyst is C1COCC1. The yield is 0.690. (3) The reactants are [I:1][C:2]1[CH:7]=[C:6]([CH:8]([CH3:10])[CH3:9])[N:5]=[C:4]([CH:11]([CH3:13])[CH3:12])[C:3]=1[OH:14].Cl[CH2:16][O:17][CH3:18].[H-].[Na+]. The catalyst is CN(C)C=O. The product is [I:1][C:2]1[CH:7]=[C:6]([CH:8]([CH3:9])[CH3:10])[N:5]=[C:4]([CH:11]([CH3:13])[CH3:12])[C:3]=1[O:14][CH2:16][O:17][CH3:18]. The yield is 0.940.